From a dataset of Catalyst prediction with 721,799 reactions and 888 catalyst types from USPTO. Predict which catalyst facilitates the given reaction. (1) Reactant: [CH2:1]([O:8][C:9](=[O:27])[C@@H:10]([NH:14][C:15](=[O:26])[C@@H:16]([NH:18][C:19]([O:21]C(C)(C)C)=O)[CH3:17])[CH2:11][O:12][CH3:13])[C:2]1[CH:7]=[CH:6][CH:5]=[CH:4][CH:3]=1.FC(F)(F)C(O)=O.C(N(CC)C(C)C)(C)C.[CH3:44][C:45]1[O:49][N:48]=[C:47](C(O)=O)[CH:46]=1.CN(C(ON1N=NC2C=CC=NC1=2)=[N+](C)C)C.F[P-](F)(F)(F)(F)F. Product: [CH2:1]([O:8][C:9](=[O:27])[C@@H:10]([NH:14][C:15](=[O:26])[C@@H:16]([NH:18][C:19]([C:47]1[CH:46]=[C:45]([CH3:44])[O:49][N:48]=1)=[O:21])[CH3:17])[CH2:11][O:12][CH3:13])[C:2]1[CH:3]=[CH:4][CH:5]=[CH:6][CH:7]=1. The catalyst class is: 4. (2) Reactant: [CH3:1][C:2]([CH3:18])([CH3:17])[CH2:3][O:4][C:5](=[O:16])[C:6]([CH3:15])([CH3:14])[C:7]([O:9]C(C)(C)C)=[O:8].C(OCC)(=O)C.O. Product: [CH3:1][C:2]([CH3:18])([CH3:17])[CH2:3][O:4][C:5](=[O:16])[C:6]([CH3:15])([CH3:14])[C:7]([OH:9])=[O:8]. The catalyst class is: 620. (3) Reactant: Br[C:2]1[CH:7]=[CH:6][C:5]([NH:8][C:9](=[O:18])[O:10][CH2:11][C:12]2[CH:17]=[CH:16][CH:15]=[CH:14][CH:13]=2)=[C:4]([O:19][CH3:20])[CH:3]=1.[B:21]1([B:21]2[O:25][C:24]([CH3:27])([CH3:26])[C:23]([CH3:29])([CH3:28])[O:22]2)[O:25][C:24]([CH3:27])([CH3:26])[C:23]([CH3:29])([CH3:28])[O:22]1.ClCCl.C([O-])(=O)C.[K+]. Product: [CH3:20][O:19][C:4]1[CH:3]=[C:2]([B:21]2[O:25][C:24]([CH3:27])([CH3:26])[C:23]([CH3:29])([CH3:28])[O:22]2)[CH:7]=[CH:6][C:5]=1[NH:8][C:9](=[O:18])[O:10][CH2:11][C:12]1[CH:17]=[CH:16][CH:15]=[CH:14][CH:13]=1. The catalyst class is: 9. (4) Reactant: [Cl:1][C:2]1[C:3]([C:9]2[CH:10]=[N:11][C:12]([N:23]3[CH2:28][CH2:27][O:26][CH2:25][CH2:24]3)=[C:13]([NH:15]C(=O)OC(C)(C)C)[CH:14]=2)=[CH:4][C:5]([F:8])=[N:6][CH:7]=1.[H-].[Na+].CC1C=CC(S(O[CH2:42][CH:43]2[CH2:48][CH2:47][O:46][CH2:45][CH2:44]2)(=O)=O)=CC=1.Cl.O1CCOCC1. Product: [Cl:1][C:2]1[C:3]([C:9]2[CH:10]=[N:11][C:12]([N:23]3[CH2:28][CH2:27][O:26][CH2:25][CH2:24]3)=[C:13]([NH:15][CH2:42][CH:43]3[CH2:48][CH2:47][O:46][CH2:45][CH2:44]3)[CH:14]=2)=[CH:4][C:5]([F:8])=[N:6][CH:7]=1. The catalyst class is: 3. (5) Reactant: Br[C:2]1[CH:3]=[C:4]([CH:7]=[C:8]([Br:11])[C:9]=1[Cl:10])[C:5]#[N:6].[NH2:12][C@@H:13]1[CH2:18][CH2:17][N:16]([C:19]([O:21][CH3:22])=[O:20])[CH2:15][C@H:14]1[OH:23].C1C=CC(P(C2C(C3C(P(C4C=CC=CC=4)C4C=CC=CC=4)=CC=C4C=3C=CC=C4)=C3C(C=CC=C3)=CC=2)C2C=CC=CC=2)=CC=1.C([O-])([O-])=O.[Cs+].[Cs+]. Product: [Br:11][C:8]1[C:9]([Cl:10])=[C:2]([NH:12][C@@H:13]2[CH2:18][CH2:17][N:16]([C:19]([O:21][CH3:22])=[O:20])[CH2:15][C@H:14]2[OH:23])[CH:3]=[C:4]([C:5]#[N:6])[CH:7]=1. The catalyst class is: 110. (6) Product: [NH2:21][C:3]1[C:2]([F:1])=[C:10]([NH:11][S:12]([CH2:15][CH3:16])(=[O:14])=[O:13])[CH:9]=[CH:8][C:7]=1[F:18]. Reactant: [F:1][C:2]1[C:10]([NH:11][S:12]([CH2:15][CH2:16]C)(=[O:14])=[O:13])=[CH:9][CH:8]=[C:7]([F:18])[C:3]=1C(O)=O.C([N:21](CC)CC)C.C1C=CC(OP(OC2C=CC=CC=2)(N=[N+]=[N-])=O)=CC=1.O. The catalyst class is: 49. (7) Reactant: [C:1]([C:4]1([NH:10][C:11]([C:13]2[CH:14]=[N:15][N:16]3[C:21]([C:22]4[CH:27]=[CH:26][C:25]([Cl:28])=[CH:24][CH:23]=4)=[C:20]([C:29]4[CH:34]=[CH:33][CH:32]=[CH:31][C:30]=4[Cl:35])[CH:19]=[N:18][C:17]=23)=[O:12])[CH2:9][CH2:8][CH2:7][CH2:6][CH2:5]1)(O)=[O:2].Cl.CN.O.O[N:41]1[C:45]2C=CC=CC=2N=N1.Cl.CN(C)CCCN=C=NCC.C(=O)([O-])O.[Na+]. Product: [Cl:35][C:30]1[CH:31]=[CH:32][CH:33]=[CH:34][C:29]=1[C:20]1[CH:19]=[N:18][C:17]2[N:16]([N:15]=[CH:14][C:13]=2[C:11](=[O:12])[NH:10][C:4]2([C:1](=[O:2])[NH:41][CH3:45])[CH2:9][CH2:8][CH2:7][CH2:6][CH2:5]2)[C:21]=1[C:22]1[CH:23]=[CH:24][C:25]([Cl:28])=[CH:26][CH:27]=1. The catalyst class is: 347.